Dataset: Full USPTO retrosynthesis dataset with 1.9M reactions from patents (1976-2016). Task: Predict the reactants needed to synthesize the given product. (1) Given the product [CH3:1][C:2]([CH3:37])([CH3:36])[C:3]([NH:5][C:6]1[CH:7]=[C:8]([C:13]2[N:14]=[C:15]3[N:20]([CH:21]=2)[N:19]=[C:18]([NH:22][C:23](=[O:24])[C:25]2[CH:30]=[CH:29][CH:28]=[C:27]([CH:31]=[CH:32][C:33](=[O:34])[NH:45][O:44][CH:39]4[CH2:40][CH2:41][CH2:42][CH2:43][O:38]4)[CH:26]=2)[CH:17]=[CH:16]3)[CH:9]=[CH:10][C:11]=1[CH3:12])=[O:4], predict the reactants needed to synthesize it. The reactants are: [CH3:1][C:2]([CH3:37])([CH3:36])[C:3]([NH:5][C:6]1[CH:7]=[C:8]([C:13]2[N:14]=[C:15]3[N:20]([CH:21]=2)[N:19]=[C:18]([NH:22][C:23]([C:25]2[CH:26]=[C:27]([CH:31]=[CH:32][C:33](O)=[O:34])[CH:28]=[CH:29][CH:30]=2)=[O:24])[CH:17]=[CH:16]3)[CH:9]=[CH:10][C:11]=1[CH3:12])=[O:4].[O:38]1[CH2:43][CH2:42][CH2:41][CH2:40][CH:39]1[O:44][NH2:45].C(N(CC)CC)C.F[P-](F)(F)(F)(F)F.N1(O[P+](N(C)C)(N(C)C)N(C)C)C2C=CC=CC=2N=N1. (2) Given the product [CH3:1][C:2]1[S:3][C:4]([C:11]2[S:15][C:14]([S:16]([N:19]3[CH:23]=[CH:22][CH:21]=[CH:20]3)(=[O:17])=[O:18])=[CH:13][CH:12]=2)=[CH:5][CH:6]=1, predict the reactants needed to synthesize it. The reactants are: [CH3:1][C:2]1[S:3][C:4](B(O)O)=[CH:5][CH:6]=1.Br[C:11]1[S:15][C:14]([S:16]([N:19]2[CH:23]=[CH:22][CH:21]=[CH:20]2)(=[O:18])=[O:17])=[CH:13][CH:12]=1. (3) Given the product [Cl:1][C:2]1[C:7]([C:8]2[CH:13]=[CH:12][C:11]([C:14]([F:17])([F:16])[F:15])=[CH:10][CH:9]=2)=[CH:6][C:5]([C:18]2([C:23]([OH:25])=[O:24])[CH2:22][CH2:21][CH2:20][CH2:19]2)=[CH:4][C:3]=1[O:28][CH2:29][C:30]([F:31])([F:32])[F:33], predict the reactants needed to synthesize it. The reactants are: [Cl:1][C:2]1[C:7]([C:8]2[CH:13]=[CH:12][C:11]([C:14]([F:17])([F:16])[F:15])=[CH:10][CH:9]=2)=[CH:6][C:5]([C:18]2([C:23]([O:25]CC)=[O:24])[CH2:22][CH2:21][CH2:20][CH2:19]2)=[CH:4][C:3]=1[O:28][CH2:29][C:30]([F:33])([F:32])[F:31].[Li+].[OH-]. (4) Given the product [S:24]1[C:2]2[CH2:3][CH2:4][N:5]([C:10]([O:12][CH2:13][CH3:14])=[O:11])[CH2:6][C:7]=2[CH:8]=[C:23]1[C:22]([O:26][CH2:27][CH3:28])=[O:25], predict the reactants needed to synthesize it. The reactants are: Cl[C:2]1[CH2:3][CH2:4][N:5]([C:10]([O:12][CH2:13][CH3:14])=[O:11])[CH2:6][C:7]=1[CH:8]=O.C(N(CC)CC)C.[C:22]([O:26][CH2:27][CH3:28])(=[O:25])[CH2:23][SH:24].[OH-].[K+]. (5) Given the product [Br:1][C:2]1[C:11]2[C:6](=[CH:7][C:8]([C:12]3[O:13][C:14]4[CH:27]=[CH:26][CH:25]=[CH:24][C:15]=4[C:16]=3[CH2:17][CH2:18][CH:19]3[CH2:20][CH2:21][CH2:22][CH2:23]3)=[CH:9][CH:10]=2)[CH:5]=[CH:4][C:3]=1[O:28][CH2:29][C:30]([OH:32])=[O:31], predict the reactants needed to synthesize it. The reactants are: [Br:1][C:2]1[C:11]2[C:6](=[CH:7][C:8]([C:12]3[O:13][C:14]4[CH:27]=[CH:26][CH:25]=[CH:24][C:15]=4[C:16]=3[CH2:17][CH2:18][CH:19]3[CH2:23][CH2:22][CH2:21][CH2:20]3)=[CH:9][CH:10]=2)[CH:5]=[CH:4][C:3]=1[O:28][CH2:29][C:30]([O:32]CC)=[O:31].[OH-].[K+].